From a dataset of Reaction yield outcomes from USPTO patents with 853,638 reactions. Predict the reaction yield, written as a fraction of the theoretical maximum amount of product (1.0 means a 100% yield; for example, 0.34 means a 34% yield). (1) The reactants are Cl[C:2]1[C:7]([O:8][CH3:9])=[CH:6][C:5]([O:10][CH3:11])=[C:4](Cl)[C:3]=1[C:13]1[C:22](=[O:23])[N:21]([CH3:24])[C:20]2[N:19]=[C:18]([NH:25][C:26]3[C:31]([N+:32]([O-])=O)=[CH:30][CH:29]=[CH:28][C:27]=3[CH3:35])[N:17]=[CH:16][C:15]=2[N:14]=1.[Cl-].[NH4+]. The catalyst is C(O)C.O.[Fe]. The product is [NH2:32][C:31]1[CH:30]=[CH:29][CH:28]=[C:27]([CH3:35])[C:26]=1[NH:25][C:18]1[N:17]=[CH:16][C:15]2[N:14]=[C:13]([C:3]3[CH:4]=[C:5]([O:10][CH3:11])[CH:6]=[C:7]([O:8][CH3:9])[CH:2]=3)[C:22](=[O:23])[N:21]([CH3:24])[C:20]=2[N:19]=1. The yield is 0.380. (2) The reactants are [CH2:1]([N:3]([CH:13]1[CH2:18][CH2:17][O:16][CH2:15][CH2:14]1)[C:4]1[S:8][C:7]([C:9]([O:11]C)=[O:10])=[CH:6][CH:5]=1)[CH3:2].[Li+].[OH-]. The catalyst is C1COCC1. The product is [CH2:1]([N:3]([CH:13]1[CH2:18][CH2:17][O:16][CH2:15][CH2:14]1)[C:4]1[S:8][C:7]([C:9]([OH:11])=[O:10])=[CH:6][CH:5]=1)[CH3:2]. The yield is 0.780.